This data is from Forward reaction prediction with 1.9M reactions from USPTO patents (1976-2016). The task is: Predict the product of the given reaction. (1) Given the reactants [F:1][C:2]1[N:7]=[C:6]2[NH:8][C:9]([CH2:11][CH2:12][CH3:13])=[N:10][C:5]2=[CH:4][CH:3]=1.[F:14][C:15]1[CH:16]=[CH:17][C:18]2=[C:19]([CH:35]=1)[O:20][CH2:21][C:22]1[CH:32]=[C:31]([CH2:33]O)[CH:30]=[CH:29][C:23]=1/[C:24]/2=[C:25](/[CH3:28])\[C:26]#[N:27], predict the reaction product. The product is: [F:14][C:15]1[CH:16]=[CH:17][C:18]2=[C:19]([CH:35]=1)[O:20][CH2:21][C:22]1[CH:32]=[C:31]([CH2:33][N:8]3[C:6]4=[N:7][C:2]([F:1])=[CH:3][CH:4]=[C:5]4[N:10]=[C:9]3[CH2:11][CH2:12][CH3:13])[CH:30]=[CH:29][C:23]=1/[C:24]/2=[C:25](/[CH3:28])\[C:26]#[N:27]. (2) The product is: [CH2:28]([O:27][C:25]1[CH:24]=[C:19]([CH:18]=[C:17]([O:16][CH2:7][CH2:8][CH2:9][CH2:10][CH2:11][CH2:12][CH2:13][CH2:14][CH2:15][CH2:10][CH2:11][CH3:12])[CH:26]=1)[CH2:20][OH:22])[CH2:29][CH2:30][CH2:31][CH2:32][CH2:33][CH2:34][CH2:35][CH2:36][CH2:7][CH2:8][CH3:9]. Given the reactants [H-].[H-].[H-].[H-].[Li+].[Al+3].[CH2:7]([O:16][C:17]1[CH:18]=[C:19]([CH:24]=[C:25]([O:27][CH2:28][CH2:29][CH2:30][CH2:31][CH2:32][CH2:33][CH2:34][CH2:35][CH3:36])[CH:26]=1)[C:20]([O:22]C)=O)[CH2:8][CH2:9][CH2:10][CH2:11][CH2:12][CH2:13][CH2:14][CH3:15], predict the reaction product. (3) Given the reactants [OH:1][CH2:2][C:3]([NH:6][C:7](=O)[C:8]1[CH:13]=[CH:12][CH:11]=[CH:10][CH:9]=1)([CH3:5])[CH3:4].[H-].[Al+3].[Li+].[H-].[H-].[H-].O.[OH-].[Na+], predict the reaction product. The product is: [CH2:7]([NH:6][C:3]([CH3:5])([CH3:4])[CH2:2][OH:1])[C:8]1[CH:13]=[CH:12][CH:11]=[CH:10][CH:9]=1. (4) Given the reactants [O:1]1[C:5]([C:6]2[CH:7]=[C:8]3[C:13](=[CH:14][CH:15]=2)[CH:12]=[N:11][CH:10]=[CH:9]3)=[CH:4][N:3]=[CH:2]1.C[Si]([N-][Si](C)(C)C)(C)C.[Li+].[I:26]CCI.S([O-])([O-])(=O)=S.[Na+].[Na+], predict the reaction product. The product is: [I:26][C:2]1[O:1][C:5]([C:6]2[CH:7]=[C:8]3[C:13](=[CH:14][CH:15]=2)[CH:12]=[N:11][CH:10]=[CH:9]3)=[CH:4][N:3]=1. (5) The product is: [CH2:1]([N:8]1[C:13]2[CH:14]=[C:15]([CH2:18][C:19]3[CH:20]=[C:21]([C@H:26]4[C@H:31]([OH:32])[C@@H:30]([OH:33])[C@H:29]([OH:34])[C@@H:28]([CH2:35][OH:36])[O:27]4)[CH:22]=[CH:23][C:24]=3[Cl:25])[CH:16]=[CH:17][C:12]=2[O:11][CH2:10][CH2:9]1)[C:2]1[CH:3]=[CH:4][CH:5]=[CH:6][CH:7]=1. Given the reactants [CH2:1]([N:8]1[C:13]2[CH:14]=[C:15]([CH2:18][C:19]3[CH:20]=[C:21]([C@@:26]4(OC)[C@H:31]([OH:32])[C@@H:30]([OH:33])[C@H:29]([OH:34])[C@@H:28]([CH2:35][OH:36])[O:27]4)[CH:22]=[CH:23][C:24]=3[Cl:25])[CH:16]=[CH:17][C:12]=2[O:11][CH2:10][CH2:9]1)[C:2]1[CH:7]=[CH:6][CH:5]=[CH:4][CH:3]=1.B(F)(F)F.C([SiH](CC)CC)C, predict the reaction product.